From a dataset of Full USPTO retrosynthesis dataset with 1.9M reactions from patents (1976-2016). Predict the reactants needed to synthesize the given product. (1) Given the product [OH:1][C:2]1([OH:24])[CH2:6][CH2:5][N:4]([C:7]2[CH:16]=[C:11]([C:12]([O:14][CH3:15])=[O:13])[CH:10]=[C:9]([CH:8]=2)[C:17]([O:19][CH3:20])=[O:18])[CH2:3]1, predict the reactants needed to synthesize it. The reactants are: [O:1]=[C:2]1[CH2:6][CH2:5][N:4]([C:7]2[CH:8]=[C:9]([C:17]([O:19][CH3:20])=[O:18])[CH:10]=[C:11]([CH:16]=2)[C:12]([O:14][CH3:15])=[O:13])[CH2:3]1.[NH4+].[Cl-].C[OH:24]. (2) Given the product [C:1]([O:5][C:6]([N:8]1[CH2:13][CH2:12][N:11]([C:14]2[C:15]([C:25]3[CH:26]=[CH:27][C:22]([F:21])=[CH:23][CH:24]=3)=[N:16][CH:17]=[CH:18][CH:19]=2)[CH2:10][CH2:9]1)=[O:7])([CH3:4])([CH3:3])[CH3:2], predict the reactants needed to synthesize it. The reactants are: [C:1]([O:5][C:6]([N:8]1[CH2:13][CH2:12][N:11]([C:14]2[C:15](Cl)=[N:16][CH:17]=[CH:18][CH:19]=2)[CH2:10][CH2:9]1)=[O:7])([CH3:4])([CH3:3])[CH3:2].[F:21][C:22]1[CH:27]=[CH:26][C:25](B(O)O)=[CH:24][CH:23]=1.P([O-])([O-])([O-])=O.[K+].[K+].[K+]. (3) Given the product [Cl:1][C:2]1[C:10]([Cl:11])=[CH:9][C:5]2[N:6]([C@@H:45]3[O:46][CH2:29][C@@H:30]([O:31][C:32](=[O:34])[CH3:33])[C@@H:35]([O:36][C:37](=[O:39])[CH3:38])[C@H:40]3[O:41][C:42](=[O:44])[CH3:43])[CH:7]=[N:8][C:4]=2[C:3]=1[F:12], predict the reactants needed to synthesize it. The reactants are: [Cl:1][C:2]1[C:10]([Cl:11])=[CH:9][C:5]2[N:6]=[CH:7][NH:8][C:4]=2[C:3]=1[F:12].O([Si](C)(C)C)S(C(F)(F)F)(=O)=O.C(O[C@@H:29]1[O:46][CH2:45][C@@H:40]([O:41][C:42](=[O:44])[CH3:43])[C@@H:35]([O:36][C:37](=[O:39])[CH3:38])[C@H:30]1[O:31][C:32](=[O:34])[CH3:33])(=O)C.C(=O)(O)[O-].[Na+]. (4) Given the product [CH2:1]([O:3][C:4]1[N:9]=[CH:8][N:7]=[C:6]2[N:10]([C:14]([C:27]3[CH:32]=[CH:31][CH:30]=[CH:29][CH:28]=3)([C:21]3[CH:26]=[CH:25][CH:24]=[CH:23][CH:22]=3)[C:15]3[CH:20]=[CH:19][CH:18]=[CH:17][CH:16]=3)[N:11]=[C:12]([C:36]3[CH:37]=[CH:38][CH:39]=[C:34]([F:33])[N:35]=3)[C:5]=12)[CH3:2], predict the reactants needed to synthesize it. The reactants are: [CH2:1]([O:3][C:4]1[N:9]=[CH:8][N:7]=[C:6]2[N:10]([C:14]([C:27]3[CH:32]=[CH:31][CH:30]=[CH:29][CH:28]=3)([C:21]3[CH:26]=[CH:25][CH:24]=[CH:23][CH:22]=3)[C:15]3[CH:20]=[CH:19][CH:18]=[CH:17][CH:16]=3)[N:11]=[C:12](I)[C:5]=12)[CH3:2].[F:33][C:34]1[CH:39]=[CH:38][CH:37]=[C:36](B2OC(C)(C)C(C)(C)O2)[N:35]=1.C([O-])([O-])=O.[Na+].[Na+]. (5) Given the product [CH:1]1([C@H:5]([NH:13][C:14]([C:16]2[C:21]([CH3:22])=[C:20]([C:61]#[C:60][Si:57]([CH3:59])([CH3:58])[CH3:56])[C:19](=[O:24])[N:18]([C:25]3[CH:30]=[CH:29][CH:28]=[CH:27][CH:26]=3)[C:17]=2[CH3:31])=[O:15])[C:6]2[CH:11]=[CH:10][CH:9]=[C:8]([F:12])[CH:7]=2)[CH2:4][CH2:3][CH2:2]1, predict the reactants needed to synthesize it. The reactants are: [CH:1]1([C@H:5]([NH:13][C:14]([C:16]2[C:21]([CH3:22])=[C:20](Br)[C:19](=[O:24])[N:18]([C:25]3[CH:30]=[CH:29][CH:28]=[CH:27][CH:26]=3)[C:17]=2[CH3:31])=[O:15])[C:6]2[CH:11]=[CH:10][CH:9]=[C:8]([F:12])[CH:7]=2)[CH2:4][CH2:3][CH2:2]1.C1(P(C2C=CC=CC=2)C2C=CC=CC=2)C=CC=CC=1.C(NCC)C.[CH3:56][Si:57]([C:60]#[CH:61])([CH3:59])[CH3:58].